Dataset: Forward reaction prediction with 1.9M reactions from USPTO patents (1976-2016). Task: Predict the product of the given reaction. (1) Given the reactants C(N(CC)CC)C.I[C:9]1[CH:14]=[CH:13][CH:12]=[CH:11][C:10]=1[I:15].[CH2:16]([N:20]1[C:28](=[O:29])[C:27]2[C:22](=[CH:23][CH:24]=[CH:25][CH:26]=2)[C:21]1=[O:30])[CH2:17][C:18]#[CH:19], predict the reaction product. The product is: [I:15][C:10]1[CH:11]=[CH:12][C:13]([C:19]#[C:18][CH2:17][CH2:16][N:20]2[C:28](=[O:29])[C:27]3[C:22](=[CH:23][CH:24]=[CH:25][CH:26]=3)[C:21]2=[O:30])=[CH:14][CH:9]=1. (2) Given the reactants C([O:5][C:6](=[O:47])[CH2:7][CH2:8][N:9]([CH2:17][C:18]([N:20]1[C:28]2[C:23](=[CH:24][C:25]([O:29][CH2:30][CH2:31][CH2:32][C:33]3[CH:38]=[CH:37][C:36]([C:39]([F:42])([F:41])[F:40])=[CH:35][C:34]=3[C:43]([F:46])([F:45])[F:44])=[CH:26][CH:27]=2)[CH2:22][CH2:21]1)=[O:19])C(OC(C)(C)C)=O)(C)(C)C, predict the reaction product. The product is: [F:46][C:43]([F:44])([F:45])[C:34]1[CH:35]=[C:36]([C:39]([F:40])([F:41])[F:42])[CH:37]=[CH:38][C:33]=1[CH2:32][CH2:31][CH2:30][O:29][C:25]1[CH:24]=[C:23]2[C:28](=[CH:27][CH:26]=1)[N:20]([C:18](=[O:19])[CH2:17][NH:9][CH2:8][CH2:7][C:6]([OH:47])=[O:5])[CH2:21][CH2:22]2. (3) Given the reactants [F:1][C:2]1[CH:27]=[CH:26][C:5]([CH2:6][CH:7]2[CH2:12][CH2:11][N:10]([C:13]([C:15]3[CH:16]=[C:17]4[CH:25]=[CH:24][NH:23][C:18]4=[N:19][C:20]=3[O:21][CH3:22])=[O:14])[CH2:9][CH2:8]2)=[CH:4][CH:3]=1.[OH-:28].[K+].[Cl-].C[C:32]([CH3:34])=[O:33], predict the reaction product. The product is: [F:1][C:2]1[CH:27]=[CH:26][C:5]([CH2:6][CH:7]2[CH2:12][CH2:11][N:10]([C:13]([C:15]3[CH:16]=[C:17]4[C:25]([C:34](=[O:28])[C:32]([N:23]5[CH2:24][CH2:25][CH2:17][CH2:18]5)=[O:33])=[CH:24][N:23]([CH2:20][O:21][CH3:22])[C:18]4=[N:19][C:20]=3[O:21][CH3:22])=[O:14])[CH2:9][CH2:8]2)=[CH:4][CH:3]=1. (4) Given the reactants [CH2:1]([O:8][CH2:9][CH2:10][CH2:11][CH2:12][O:13][C:14]1[C:37]([O:38][CH3:39])=[CH:36][C:17]2[C:18]3[N:23]([CH:24]([C:26]([CH3:29])([CH3:28])[CH3:27])[CH2:25][C:16]=2[CH:15]=1)[CH:22]=[C:21]([C:30]([O:32]CC)=[O:31])[C:20](=[O:35])[CH:19]=3)[C:2]1[CH:7]=[CH:6][CH:5]=[CH:4][CH:3]=1.CO.O[Li].O.Cl, predict the reaction product. The product is: [CH2:1]([O:8][CH2:9][CH2:10][CH2:11][CH2:12][O:13][C:14]1[C:37]([O:38][CH3:39])=[CH:36][C:17]2[C:18]3[N:23]([CH:24]([C:26]([CH3:28])([CH3:29])[CH3:27])[CH2:25][C:16]=2[CH:15]=1)[CH:22]=[C:21]([C:30]([OH:32])=[O:31])[C:20](=[O:35])[CH:19]=3)[C:2]1[CH:7]=[CH:6][CH:5]=[CH:4][CH:3]=1. (5) Given the reactants [F:1][C:2]1[CH:7]=[CH:6][C:5]([N:8]=[C:9]=[O:10])=[CH:4][C:3]=1[F:11].[NH2:12][CH2:13][CH2:14][CH2:15][NH:16][C:17]1[CH:22]=[C:21]([C:23]2[CH:28]=[CH:27][CH:26]=[C:25]([CH3:29])[C:24]=2[CH3:30])[N:20]=[C:19]([NH2:31])[N:18]=1, predict the reaction product. The product is: [NH2:31][C:19]1[N:18]=[C:17]([NH:16][CH2:15][CH2:14][CH2:13][NH:12][C:9](=[O:10])[NH:8][C:5]2[CH:6]=[CH:7][C:2]([F:1])=[C:3]([F:11])[CH:4]=2)[CH:22]=[C:21]([C:23]2[CH:28]=[CH:27][CH:26]=[C:25]([CH3:29])[C:24]=2[CH3:30])[N:20]=1. (6) Given the reactants C([O:8][C:9]1[CH:14]=[CH:13][C:12]([CH2:15][CH:16]([O:22][C:23]2[CH:28]=[CH:27][C:26]([F:29])=[CH:25][CH:24]=2)[C:17]([O:19][CH2:20][CH3:21])=[O:18])=[CH:11][CH:10]=1)C1C=CC=CC=1, predict the reaction product. The product is: [F:29][C:26]1[CH:27]=[CH:28][C:23]([O:22][CH:16]([CH2:15][C:12]2[CH:11]=[CH:10][C:9]([OH:8])=[CH:14][CH:13]=2)[C:17]([O:19][CH2:20][CH3:21])=[O:18])=[CH:24][CH:25]=1. (7) The product is: [OH:37][C:26]1[C:25](=[O:24])[N:12]([C:13]2[CH:21]=[CH:20][C:16]([C:17]([OH:19])=[O:18])=[CH:15][N:14]=2)[CH:8]([C:7]2[CH:10]=[CH:11][C:4]([CH:1]([CH3:3])[CH3:2])=[CH:5][CH:6]=2)[C:27]=1[C:28](=[O:36])[C:29]1[CH:34]=[CH:33][C:32]([CH3:35])=[CH:31][CH:30]=1. Given the reactants [CH:1]([C:4]1[CH:11]=[CH:10][C:7]([CH:8]=O)=[CH:6][CH:5]=1)([CH3:3])[CH3:2].[NH2:12][C:13]1[CH:21]=[CH:20][C:16]([C:17]([OH:19])=[O:18])=[CH:15][N:14]=1.C([O:24][C:25](=O)[C:26]([OH:37])=[CH:27][C:28](=[O:36])[C:29]1[CH:34]=[CH:33][C:32]([CH3:35])=[CH:31][CH:30]=1)C, predict the reaction product.